This data is from Full USPTO retrosynthesis dataset with 1.9M reactions from patents (1976-2016). The task is: Predict the reactants needed to synthesize the given product. (1) Given the product [Cl:1][C:2]1[CH:3]=[C:4]([N:14]([CH3:21])[CH:15]2[CH2:20][CH2:19][O:18][CH2:17][CH2:16]2)[C:5]([O:12][CH3:13])=[C:6]([CH:11]=1)[C:7]([OH:9])=[O:8], predict the reactants needed to synthesize it. The reactants are: [Cl:1][C:2]1[CH:3]=[C:4]([N:14]([CH3:21])[CH:15]2[CH2:20][CH2:19][O:18][CH2:17][CH2:16]2)[C:5]([O:12][CH3:13])=[C:6]([CH:11]=1)[C:7]([O:9]C)=[O:8].[OH-].[Na+].Cl. (2) The reactants are: [Br:1][C:2]1[C:3]([O:13][CH3:14])=[C:4]([C:10](=[O:12])[CH3:11])[CH:5]=[C:6]([Cl:9])[C:7]=1[CH3:8].[BH4-].[Na+]. Given the product [Br:1][C:2]1[C:3]([O:13][CH3:14])=[C:4]([CH:10]([OH:12])[CH3:11])[CH:5]=[C:6]([Cl:9])[C:7]=1[CH3:8], predict the reactants needed to synthesize it.